This data is from Experimentally validated miRNA-target interactions with 360,000+ pairs, plus equal number of negative samples. The task is: Binary Classification. Given a miRNA mature sequence and a target amino acid sequence, predict their likelihood of interaction. The miRNA is mmu-let-7b-5p with sequence UGAGGUAGUAGGUUGUGUGGUU. The protein sequence of the target gene is MRGGSSDAERRQRWGRLFEELDSNKDGRVDVHELRQGLARLGRGDPDRAQQGVSSDWDADPDGGLSLEEFTRYLQEREQRLLLMFHSLDRNQDGHIDVSEIQQSFRALGISISLEQAEKILHSMDRDGTMTIDWQEWRDHFLLHSLENVEDVLYFWKHSTVLDIGECLTVPDEFSQEEKLTGMWWKQLVAGAVAGAVSRTGTAPLDRLKVFMQVHASKSNRLNILGGLRNMIQEGGVLSLWRGNGINVLKIAPESAIKFMAYEQIKRAIRGQQETLHVQERFVAGSLAGATAQTIIYPME.... Result: 1 (interaction).